This data is from Reaction yield outcomes from USPTO patents with 853,638 reactions. The task is: Predict the reaction yield, written as a fraction of the theoretical maximum amount of product (1.0 means a 100% yield; for example, 0.34 means a 34% yield). (1) The reactants are [CH3:1][O:2][CH2:3][C:4]#[C:5][C:6]1[CH:15]=[CH:14][CH:13]=[CH:12][C:7]=1[C:8]([O:10]C)=O.Cl.[CH3:17][NH:18][O:19][CH3:20].[Li]CCCC. No catalyst specified. The product is [CH3:17][N:18]([O:19][CH3:20])[C:8](=[O:10])[C:7]1[CH:12]=[CH:13][CH:14]=[CH:15][C:6]=1[C:5]#[C:4][CH2:3][O:2][CH3:1]. The yield is 0.480. (2) The reactants are Br[C:2]1[C:3]([CH3:21])=[CH:4][C:5]([N+:18]([O-:20])=[O:19])=[C:6]([CH:17]=1)[NH:7][CH2:8][CH2:9][CH2:10][C:11]1[CH:16]=[CH:15][CH:14]=[CH:13][CH:12]=1.N#N.[CH2:24]([Sn](CCCC)(CCCC)CCCC)[CH:25]=[CH2:26]. The catalyst is CN(C)C=O.O.Cl[Pd](Cl)([P](C1C=CC=CC=1)(C1C=CC=CC=1)C1C=CC=CC=1)[P](C1C=CC=CC=1)(C1C=CC=CC=1)C1C=CC=CC=1. The product is [CH2:26]([C:2]1[C:3]([CH3:21])=[CH:4][C:5]([N+:18]([O-:20])=[O:19])=[C:6]([CH:17]=1)[NH:7][CH2:8][CH2:9][CH2:10][C:11]1[CH:16]=[CH:15][CH:14]=[CH:13][CH:12]=1)[CH:25]=[CH2:24]. The yield is 0.880. (3) The reactants are [Br:1][C:2]1[CH:3]=[C:4]2[C:8](=[CH:9][CH:10]=1)[NH:7][C:6]1[CH:11]=[N:12][C:13]([CH:15]=O)=[CH:14][C:5]2=1.O.NN.[OH-].[K+]. The catalyst is C(O)CO. The product is [Br:1][C:2]1[CH:3]=[C:4]2[C:8](=[CH:9][CH:10]=1)[NH:7][C:6]1[CH:11]=[N:12][C:13]([CH3:15])=[CH:14][C:5]2=1. The yield is 0.730. (4) The reactants are [CH2:1]([N:3]([CH2:10][CH:11]1C[O:12]1)[C:4]1[CH:9]=[CH:8][CH:7]=[CH:6][CH:5]=1)[CH3:2].[CH3:14][O-:15].[Na+].[C:17]([O-])(O)=O.[Na+]. The catalyst is CO. The product is [CH2:1]([N:3]([C:4]1[CH:9]=[CH:8][CH:7]=[CH:6][CH:5]=1)[CH2:10][CH:11]([OH:12])[CH2:14][O:15][CH3:17])[CH3:2]. The yield is 0.970. (5) The reactants are [CH3:1][C@@H:2]1[CH2:6][CH2:5][CH2:4][N:3]1[CH2:7][CH2:8][CH2:9][O:10][C:11]1[CH:12]=[C:13]2[C:18](=[CH:19][CH:20]=1)[NH:17][C:16](=[O:21])[CH2:15][CH2:14]2.I[C:23]1[CH:30]=[CH:29][C:26]([C:27]#[N:28])=[CH:25][CH:24]=1.CN[C@@H]1CCCC[C@H]1NC.C(=O)([O-])[O-].[Cs+].[Cs+]. The product is [CH3:1][C@@H:2]1[CH2:6][CH2:5][CH2:4][N:3]1[CH2:7][CH2:8][CH2:9][O:10][C:11]1[CH:12]=[C:13]2[C:18](=[CH:19][CH:20]=1)[N:17]([C:23]1[CH:30]=[CH:29][C:26]([C:27]#[N:28])=[CH:25][CH:24]=1)[C:16](=[O:21])[CH2:15][CH2:14]2. The catalyst is CN(C)C=O.O.[Cu](I)I. The yield is 0.230.